Predict the product of the given reaction. From a dataset of Forward reaction prediction with 1.9M reactions from USPTO patents (1976-2016). (1) Given the reactants Br[C:2]1[CH:3]=[C:4]([C:15]#[N:16])[CH:5]=[C:6]2[C:10]=1[N:9]([CH3:11])[C:8]([C:12]([NH2:14])=[O:13])=[CH:7]2.[CH3:17][O:18][C:19]1[CH:24]=[CH:23][C:22](B(O)O)=[CH:21][CH:20]=1, predict the reaction product. The product is: [C:15]([C:4]1[CH:5]=[C:6]2[C:10](=[C:2]([C:22]3[CH:23]=[CH:24][C:19]([O:18][CH3:17])=[CH:20][CH:21]=3)[CH:3]=1)[N:9]([CH3:11])[C:8]([C:12]([NH2:14])=[O:13])=[CH:7]2)#[N:16]. (2) Given the reactants [F:1][C:2]([F:7])([F:6])[C:3]([OH:5])=[O:4].[F:8][C:9]([F:14])([F:13])[C:10]([OH:12])=[O:11].FC(F)(F)C(O)=O.[Cl:22][C:23]1[CH:24]=[N:25][C:26]2[NH:27][C:28]3[CH:29]=[N:30][CH:31]=[C:32]([CH:54]=3)[CH2:33][CH2:34][C:35]3[CH:43]=[C:39]([NH:40][C:41]=1[N:42]=2)[CH:38]=[CH:37][C:36]=3[O:44][CH2:45][C:46](=[O:53])[N:47]1[CH2:52][CH2:51][NH:50][CH2:49][CH2:48]1.[C:55]([C:57]1[CH:62]=[CH:61][CH:60]=[CH:59][C:58]=1[S:63](Cl)(=[O:65])=[O:64])#[N:56], predict the reaction product. The product is: [F:1][C:2]([F:7])([F:6])[C:3]([OH:5])=[O:4].[F:8][C:9]([F:14])([F:13])[C:10]([OH:12])=[O:11].[Cl:22][C:23]1[CH:24]=[N:25][C:26]2[NH:27][C:28]3[CH:29]=[N:30][CH:31]=[C:32]([CH:54]=3)[CH2:33][CH2:34][C:35]3[CH:43]=[C:39]([NH:40][C:41]=1[N:42]=2)[CH:38]=[CH:37][C:36]=3[O:44][CH2:45][C:46]([N:47]1[CH2:52][CH2:51][N:50]([S:63]([C:58]2[CH:59]=[CH:60][CH:61]=[CH:62][C:57]=2[C:55]#[N:56])(=[O:65])=[O:64])[CH2:49][CH2:48]1)=[O:53]. (3) Given the reactants [H-].[H-].[H-].[H-].[Li+].[Al+3].[Cl:7][C:8]1[CH:13]=[CH:12][C:11]([C:14]2[C:18]([CH2:19][O:20][C:21]3[C:26]([F:27])=[CH:25][C:24]([CH2:28][CH2:29][C:30](OCC)=[O:31])=[C:23]([CH3:35])[C:22]=3[F:36])=[C:17]([C:37]([F:40])([F:39])[F:38])[S:16][N:15]=2)=[CH:10][CH:9]=1, predict the reaction product. The product is: [Cl:7][C:8]1[CH:13]=[CH:12][C:11]([C:14]2[C:18]([CH2:19][O:20][C:21]3[C:26]([F:27])=[CH:25][C:24]([CH2:28][CH2:29][CH2:30][OH:31])=[C:23]([CH3:35])[C:22]=3[F:36])=[C:17]([C:37]([F:39])([F:40])[F:38])[S:16][N:15]=2)=[CH:10][CH:9]=1. (4) Given the reactants [C:1]([C:3]1[CH:4]=[C:5]([C:10]2[CH:11]=[C:12]([CH:17]=[CH:18][N:19]=2)[C:13]([O:15][CH3:16])=[O:14])[CH:6]=[CH:7][C:8]=1F)#[N:2].[NH2:20][CH2:21][CH:22]1[CH2:27][CH2:26][CH2:25][CH2:24][CH2:23]1, predict the reaction product. The product is: [C:1]([C:3]1[CH:4]=[C:5]([C:10]2[CH:11]=[C:12]([CH:17]=[CH:18][N:19]=2)[C:13]([O:15][CH3:16])=[O:14])[CH:6]=[CH:7][C:8]=1[NH:20][CH2:21][CH:22]1[CH2:27][CH2:26][CH2:25][CH2:24][CH2:23]1)#[N:2]. (5) Given the reactants [In].[CH2:2](Br)[CH:3]=[CH2:4].C(O[CH:9]([OH:14])[C:10]([F:13])([F:12])[F:11])C, predict the reaction product. The product is: [F:13][C:10]([F:11])([F:12])[CH:9]([OH:14])[CH2:4][CH:3]=[CH2:2]. (6) Given the reactants [F:1][C:2]([F:19])([F:18])[C:3]1[CH:8]=[CH:7][C:6]([C:9]2[C:10]([C:15](Cl)=[O:16])=[CH:11][CH:12]=[CH:13][CH:14]=2)=[CH:5][CH:4]=1.[NH2:20][C:21]1[CH:26]=[CH:25][C:24]([CH2:27][CH2:28][C:29]([C:31]2[CH:36]=[CH:35][CH:34]=[CH:33][N:32]=2)=[O:30])=[CH:23][CH:22]=1.NC1C=CC(CCC(C2C=CC=CN=2)O)=CC=1.C(N(CC)CC)C, predict the reaction product. The product is: [O:30]=[C:29]([C:31]1[CH:36]=[CH:35][CH:34]=[CH:33][N:32]=1)[CH2:28][CH2:27][C:24]1[CH:23]=[CH:22][C:21]([NH:20][C:15]([C:10]2[C:9]([C:6]3[CH:7]=[CH:8][C:3]([C:2]([F:19])([F:18])[F:1])=[CH:4][CH:5]=3)=[CH:14][CH:13]=[CH:12][CH:11]=2)=[O:16])=[CH:26][CH:25]=1.